This data is from NCI-60 drug combinations with 297,098 pairs across 59 cell lines. The task is: Regression. Given two drug SMILES strings and cell line genomic features, predict the synergy score measuring deviation from expected non-interaction effect. (1) Drug 1: CC1=C2C(C(=O)C3(C(CC4C(C3C(C(C2(C)C)(CC1OC(=O)C(C(C5=CC=CC=C5)NC(=O)OC(C)(C)C)O)O)OC(=O)C6=CC=CC=C6)(CO4)OC(=O)C)O)C)O. Drug 2: C1=CC=C(C=C1)NC(=O)CCCCCCC(=O)NO. Cell line: NCI-H522. Synergy scores: CSS=6.21, Synergy_ZIP=-3.34, Synergy_Bliss=0.493, Synergy_Loewe=0.443, Synergy_HSA=0.868. (2) Drug 1: CS(=O)(=O)C1=CC(=C(C=C1)C(=O)NC2=CC(=C(C=C2)Cl)C3=CC=CC=N3)Cl. Drug 2: CC(C)CN1C=NC2=C1C3=CC=CC=C3N=C2N. Cell line: U251. Synergy scores: CSS=2.67, Synergy_ZIP=-1.45, Synergy_Bliss=-0.442, Synergy_Loewe=-1.96, Synergy_HSA=-2.14. (3) Drug 1: C1=NC2=C(N1)C(=S)N=C(N2)N. Drug 2: C(=O)(N)NO. Cell line: LOX IMVI. Synergy scores: CSS=27.3, Synergy_ZIP=-3.27, Synergy_Bliss=-9.71, Synergy_Loewe=-42.0, Synergy_HSA=-9.51. (4) Drug 1: CC1=C(C=C(C=C1)NC2=NC=CC(=N2)N(C)C3=CC4=NN(C(=C4C=C3)C)C)S(=O)(=O)N.Cl. Drug 2: COC1=NC(=NC2=C1N=CN2C3C(C(C(O3)CO)O)O)N. Cell line: MDA-MB-231. Synergy scores: CSS=10.5, Synergy_ZIP=4.75, Synergy_Bliss=8.66, Synergy_Loewe=2.07, Synergy_HSA=5.47. (5) Drug 1: CCC(=C(C1=CC=CC=C1)C2=CC=C(C=C2)OCCN(C)C)C3=CC=CC=C3.C(C(=O)O)C(CC(=O)O)(C(=O)O)O. Drug 2: CCN(CC)CCNC(=O)C1=C(NC(=C1C)C=C2C3=C(C=CC(=C3)F)NC2=O)C. Cell line: HL-60(TB). Synergy scores: CSS=-13.4, Synergy_ZIP=5.58, Synergy_Bliss=-1.65, Synergy_Loewe=-20.6, Synergy_HSA=-18.4. (6) Drug 1: C1=NC(=NC(=O)N1C2C(C(C(O2)CO)O)O)N. Drug 2: C1C(C(OC1N2C=NC(=NC2=O)N)CO)O. Cell line: U251. Synergy scores: CSS=36.2, Synergy_ZIP=-4.19, Synergy_Bliss=-3.83, Synergy_Loewe=-0.868, Synergy_HSA=-2.66. (7) Drug 1: CNC(=O)C1=CC=CC=C1SC2=CC3=C(C=C2)C(=NN3)C=CC4=CC=CC=N4. Synergy scores: CSS=3.53, Synergy_ZIP=-7.62, Synergy_Bliss=-13.9, Synergy_Loewe=-16.8, Synergy_HSA=-13.1. Cell line: NCI-H522. Drug 2: CC12CCC3C(C1CCC2OP(=O)(O)O)CCC4=C3C=CC(=C4)OC(=O)N(CCCl)CCCl.[Na+].